Dataset: Experimentally validated miRNA-target interactions with 360,000+ pairs, plus equal number of negative samples. Task: Binary Classification. Given a miRNA mature sequence and a target amino acid sequence, predict their likelihood of interaction. The miRNA is hsa-miR-3666 with sequence CAGUGCAAGUGUAGAUGCCGA. The protein sequence of the target gene is MSFFPELYFNVDNGYLEGLVRGLKAGVLSQADYLNLVQCETLEDLKLHLQSTDYGNFLANEASPLTVSVIDDRLKEKMVVEFRHMRNHAYEPLASFLDFITYSYMIDNVILLITGTLHQRSIAELVPKCHPLGSFEQMEAVNIAQTPAELYNAILVDTPLAAFFQDCISEQDLDEMNIEIIRNTLYKAYLESFYKFCTLLGGTTADAMCPILEFEADRRAFIITINSFGTELSKEDRAKLFPHCGRLYPEGLAQLARADDYEQVKNVADYYPEYKLLFEGAGSNPGDKTLEDRFFEHEVK.... Result: 1 (interaction).